From a dataset of Reaction yield outcomes from USPTO patents with 853,638 reactions. Predict the reaction yield, written as a fraction of the theoretical maximum amount of product (1.0 means a 100% yield; for example, 0.34 means a 34% yield). (1) The reactants are OC([C:5]1[C:6]([CH3:15])=[C:7]2[N:12]([CH:13]=1)[N:11]=[CH:10][NH:9][C:8]2=[O:14])(C)C.C1C[O:19]CC1.OO.CS(O)(=O)=O. The catalyst is O. The product is [OH:19][C:5]1[C:6]([CH3:15])=[C:7]2[N:12]([CH:13]=1)[N:11]=[CH:10][NH:9][C:8]2=[O:14]. The yield is 0.759. (2) The reactants are [O:1]=[C:2]1[C:10]2([C:22]3[C:13](=[CH:14][C:15]4[O:20][CH2:19][CH2:18][O:17][C:16]=4[CH:21]=3)[O:12][CH2:11]2)[C:9]2[C:4](=[CH:5][CH:6]=[CH:7][CH:8]=2)[N:3]1[CH2:23][C:24]1[CH:32]=[CH:31][C:27]([C:28](O)=[O:29])=[CH:26][CH:25]=1.C(Cl)(=O)C(Cl)=O.O[NH:40][C:41](=[NH:43])[CH3:42]. The catalyst is ClCCl.CN(C)C=O. The product is [CH3:42][C:41]1[N:43]=[C:28]([C:27]2[CH:31]=[CH:32][C:24]([CH2:23][N:3]3[C:4]4[C:9](=[CH:8][CH:7]=[CH:6][CH:5]=4)[C:10]4([C:22]5[C:13](=[CH:14][C:15]6[O:20][CH2:19][CH2:18][O:17][C:16]=6[CH:21]=5)[O:12][CH2:11]4)[C:2]3=[O:1])=[CH:25][CH:26]=2)[O:29][N:40]=1. The yield is 0.630.